Regression. Given a peptide amino acid sequence and an MHC pseudo amino acid sequence, predict their binding affinity value. This is MHC class I binding data. From a dataset of Peptide-MHC class I binding affinity with 185,985 pairs from IEDB/IMGT. (1) The peptide sequence is KHYWDAIRF. The MHC is Mamu-B3901 with pseudo-sequence Mamu-B3901. The binding affinity (normalized) is 0.421. (2) The peptide sequence is YFYYNAFHWAI. The MHC is HLA-C07:01 with pseudo-sequence HLA-C07:01. The binding affinity (normalized) is 0.332. (3) The peptide sequence is SQEAEFTGY. The binding affinity (normalized) is 0.0847. The MHC is HLA-B46:01 with pseudo-sequence HLA-B46:01. (4) The peptide sequence is RAIEAQQHL. The MHC is HLA-A11:01 with pseudo-sequence HLA-A11:01. The binding affinity (normalized) is 0.0691. (5) The MHC is HLA-A02:16 with pseudo-sequence HLA-A02:16. The peptide sequence is IFIRTIYYH. The binding affinity (normalized) is 0.0847. (6) The peptide sequence is HFKKRFSTL. The MHC is HLA-B07:02 with pseudo-sequence HLA-B07:02. The binding affinity (normalized) is 0.0847.